From a dataset of Forward reaction prediction with 1.9M reactions from USPTO patents (1976-2016). Predict the product of the given reaction. (1) Given the reactants [C:1]([C:3]1[CH:8]=[CH:7][C:6]([C:9]2([N:12]([CH2:16][CH2:17][CH3:18])[CH2:13][CH2:14][CH3:15])[CH2:11][CH2:10]2)=[CH:5][CH:4]=1)#[CH:2].[CH2:19]([O:21][C:22](=[O:30])[C:23]1[CH:28]=[CH:27][C:26](I)=[CH:25][CH:24]=1)[CH3:20], predict the reaction product. The product is: [CH2:13]([N:12]([CH2:16][CH2:17][CH3:18])[C:9]1([C:6]2[CH:7]=[CH:8][C:3]([C:1]#[C:2][C:26]3[CH:27]=[CH:28][C:23]([C:22]([O:21][CH2:19][CH3:20])=[O:30])=[CH:24][CH:25]=3)=[CH:4][CH:5]=2)[CH2:10][CH2:11]1)[CH2:14][CH3:15]. (2) The product is: [C:6]([CH:8]1[CH2:13][CH2:12][N:11]([C:14]2[N:23]=[C:22]([NH:24][CH2:25][C:26]3[CH:31]=[CH:30][C:29]4[O:32][CH2:33][O:34][C:28]=4[CH:27]=3)[C:21]3[C:16](=[CH:17][CH:18]=[C:19]([C:35]#[N:36])[CH:20]=3)[N:15]=2)[CH2:10][CH2:9]1)([OH:7])=[O:5]. Given the reactants [OH-].[Na+].C([O:5][C:6]([CH:8]1[CH2:13][CH2:12][N:11]([C:14]2[N:23]=[C:22]([NH:24][CH2:25][C:26]3[CH:31]=[CH:30][C:29]4[O:32][CH2:33][O:34][C:28]=4[CH:27]=3)[C:21]3[C:16](=[CH:17][CH:18]=[C:19]([C:35]#[N:36])[CH:20]=3)[N:15]=2)[CH2:10][CH2:9]1)=[O:7])C.Cl, predict the reaction product. (3) Given the reactants [CH2:1](Br)[C:2]#[CH:3].[NH2:5][C:6]1[C:15]2[C:10](=[CH:11][C:12]([CH2:16][N:17]3[CH2:22][CH2:21][NH:20][CH2:19][C:18]3=[O:23])=[CH:13][CH:14]=2)[N:9]=[CH:8][N:7]=1.C([O-])([O-])=O.[K+].[K+], predict the reaction product. The product is: [NH2:5][C:6]1[C:15]2[C:10](=[CH:11][C:12]([CH2:16][N:17]3[CH2:22][CH2:21][N:20]([CH2:3][C:2]#[CH:1])[CH2:19][C:18]3=[O:23])=[CH:13][CH:14]=2)[N:9]=[CH:8][N:7]=1. (4) Given the reactants Cl[CH2:2][C:3]1[N:12]([CH2:13][CH3:14])[C:11](=[O:15])[C:10]2[C:5](=[CH:6][CH:7]=[CH:8][CH:9]=2)[N:4]=1.[OH:16][C:17]1[CH:24]=[CH:23][C:20]([CH:21]=[O:22])=[CH:19][CH:18]=1.C([O-])([O-])=O.[K+].[K+], predict the reaction product. The product is: [CH2:13]([N:12]1[C:11](=[O:15])[C:10]2[C:5](=[CH:6][CH:7]=[CH:8][CH:9]=2)[N:4]=[C:3]1[CH2:2][O:16][C:17]1[CH:24]=[CH:23][C:20]([CH:21]=[O:22])=[CH:19][CH:18]=1)[CH3:14]. (5) Given the reactants [CH3:1][NH:2][CH2:3][C@@H:4]([C@H:15]([OH:22])[C:16]1[CH:21]=[CH:20][CH:19]=[CH:18][CH:17]=1)[C:5]1[CH:14]=[CH:13][C:12]2[C:7](=[CH:8][CH:9]=[CH:10][CH:11]=2)[CH:6]=1.[ClH:23].C=O.C(OCC)C, predict the reaction product. The product is: [ClH:23].[CH:6]1[C:7]2[C:12](=[CH:11][CH:10]=[CH:9][CH:8]=2)[CH:13]=[CH:14][C:5]=1[C@@H:4]1[C@@H:15]([C:16]2[CH:17]=[CH:18][CH:19]=[CH:20][CH:21]=2)[O:22][CH2:1][NH:2][CH2:3]1. (6) Given the reactants C([O:3][C:4](=[O:23])[C:5]1[CH:10]=[CH:9][C:8]([N:11]2[C:19]3[C:14](=[CH:15][C:16](Br)=[CH:17][CH:18]=3)[C:13]([C:21]#[N:22])=[CH:12]2)=[CH:7][CH:6]=1)C.[CH2:24]([O:26][C:27](=[O:30])[CH:28]=[CH2:29])[CH3:25].C(N(CC)CC)C.C1(P(C2C=CC=CC=2)C2C=CC=CC=2)C=CC=CC=1, predict the reaction product. The product is: [CH2:24]([O:26][C:27](/[CH:28]=[CH:29]/[C:16]1[CH:15]=[C:14]2[C:19](=[CH:18][CH:17]=1)[N:11]([C:8]1[CH:7]=[CH:6][C:5]([C:4]([OH:3])=[O:23])=[CH:10][CH:9]=1)[CH:12]=[C:13]2[C:21]#[N:22])=[O:30])[CH3:25]. (7) Given the reactants [C:1]([O:5][C:6]([N:8]1[CH2:14][CH2:13][CH2:12][N:11]([C:15]2[NH:19][C:18]3[CH:20]=[CH:21][CH:22]=[CH:23][C:17]=3[N:16]=2)[CH2:10][CH2:9]1)=[O:7])([CH3:4])([CH3:3])[CH3:2].CN(C)C=O.[H-].[Na+].Br[CH2:32][CH2:33][O:34][CH2:35][CH2:36][O:37][CH3:38], predict the reaction product. The product is: [C:1]([O:5][C:6]([N:8]1[CH2:14][CH2:13][CH2:12][N:11]([C:15]2[N:16]([CH2:32][CH2:33][O:34][CH2:35][CH2:36][O:37][CH3:38])[C:17]3[CH:23]=[CH:22][CH:21]=[CH:20][C:18]=3[N:19]=2)[CH2:10][CH2:9]1)=[O:7])([CH3:4])([CH3:2])[CH3:3]. (8) Given the reactants [CH2:1]([O:8][C:9](/[N:11]=[C:12]1/[N:13](C(OCC2C=CC=CC=2)=O)[C:14]([CH2:18][C:19](N(OC)C)=[O:20])=[CH:15][CH:16]=[CH:17]/1)=[O:10])[C:2]1[CH:7]=[CH:6][CH:5]=[CH:4][CH:3]=1.[CH:35]([Mg]Br)=[CH2:36], predict the reaction product. The product is: [CH2:1]([O:8][C:9](=[O:10])[NH:11][C:12]1[CH:17]=[CH:16][CH:15]=[C:14]([CH2:18][C:19](=[O:20])[CH:35]=[CH2:36])[N:13]=1)[C:2]1[CH:3]=[CH:4][CH:5]=[CH:6][CH:7]=1. (9) Given the reactants Cl[C:2]1[N:3]=[C:4]([N:24]2[CH2:29][CH2:28][O:27][CH2:26][CH2:25]2)[C:5]2[S:10][C:9]([CH2:11][N:12]3[CH2:17][CH2:16][N:15]([C:18](=[O:22])[CH:19]([OH:21])[CH3:20])[CH2:14][CH2:13]3)=[C:8]([CH3:23])[C:6]=2[N:7]=1.[CH3:30][C:31]1([CH3:49])[C:35]([CH3:37])([CH3:36])[O:34][B:33]([C:38]2[C:39]([C:45]([F:48])([F:47])[F:46])=[N:40][C:41]([NH2:44])=[N:42][CH:43]=2)[O:32]1, predict the reaction product. The product is: [CH3:36][C:35]1([CH3:37])[C:31]([CH3:30])([CH3:49])[O:32][B:33]([C:38]2[C:39]([C:45]([F:46])([F:47])[F:48])=[N:40][C:41]([NH2:44])=[N:42][CH:43]=2)[O:34]1.[NH2:44][C:41]1[N:40]=[C:39]([C:45]([F:48])([F:46])[F:47])[C:38]([C:2]2[N:3]=[C:4]([N:24]3[CH2:29][CH2:28][O:27][CH2:26][CH2:25]3)[C:5]3[S:10][C:9]([CH2:11][N:12]4[CH2:17][CH2:16][N:15]([C:18](=[O:22])[C@@H:19]([OH:21])[CH3:20])[CH2:14][CH2:13]4)=[C:8]([CH3:23])[C:6]=3[N:7]=2)=[CH:43][N:42]=1.